From a dataset of Full USPTO retrosynthesis dataset with 1.9M reactions from patents (1976-2016). Predict the reactants needed to synthesize the given product. (1) Given the product [CH3:38][CH2:37][N:36]=[C:35]=[N:34][CH2:33][CH2:32][CH2:31][N:30]([CH3:39])[CH3:29], predict the reactants needed to synthesize it. The reactants are: O.ON1C2C=CC=CC=2N=N1.C(N(C(C)C)CC)(C)C.CN1CCOCC1.Cl.[CH3:29][N:30]([CH3:39])[CH2:31][CH2:32][CH2:33][N:34]=[C:35]=[N:36][CH2:37][CH3:38]. (2) Given the product [Cl:1][C:2]1[CH:7]=[C:6]2[C:5](=[CH:4][CH:3]=1)[NH:8][C:9](=[O:13])[C:10]2=[O:14], predict the reactants needed to synthesize it. The reactants are: [Cl:1][C:2]1[CH:7]=[CH:6][C:5]([NH:8][C:9](=[O:13])[CH:10]=NO)=[CH:4][CH:3]=1.[OH:14]S(O)(=O)=O. (3) Given the product [C:1]([C:4]1[CH:5]=[CH:6][C:7]([O:15][C:17]2[C:26]3[C:21](=[CH:22][C:23]([O:29][CH3:30])=[C:24]([O:27][CH3:28])[CH:25]=3)[N:20]=[CH:19][CH:18]=2)=[C:8]([CH:14]=1)[C:9]([O:11][CH2:12][CH3:13])=[O:10])(=[O:3])[CH3:2], predict the reactants needed to synthesize it. The reactants are: [C:1]([C:4]1[CH:14]=[C:8]([C:9]([O:11][CH2:12][CH3:13])=[O:10])[C:7]([OH:15])=[CH:6][CH:5]=1)(=[O:3])[CH3:2].Cl[C:17]1[C:26]2[C:21](=[CH:22][C:23]([O:29][CH3:30])=[C:24]([O:27][CH3:28])[CH:25]=2)[N:20]=[CH:19][CH:18]=1. (4) Given the product [NH2:20][C:19]1[C:15]2[CH:16]=[N:17][NH:18][C:14]=2[NH:13][C:11](=[O:12])[C:10]=1[C:2]1[NH:1][C:5]2[CH:6]=[CH:7][CH:8]=[CH:9][C:4]=2[N:3]=1, predict the reactants needed to synthesize it. The reactants are: [NH:1]1[C:5]2[CH:6]=[CH:7][CH:8]=[CH:9][C:4]=2[N:3]=[C:2]1[CH2:10][C:11]([NH:13][C:14]1[NH:18][N:17]=[CH:16][C:15]=1[C:19]#[N:20])=[O:12].C[O-].[Na+]. (5) Given the product [CH2:3]([O:5][C:6](=[O:35])[CH2:7][C:8]1[CH:13]=[CH:12][C:11]([O:14][CH3:15])=[C:10]([C:16]2[C:17]([CH2:26][N:27]([C:36](=[O:38])[CH3:37])[CH2:28][C:29]3[CH:30]=[CH:31][CH:32]=[CH:33][CH:34]=3)=[N:18][C:19]3[C:24]([CH:25]=2)=[CH:23][CH:22]=[CH:21][CH:20]=3)[CH:9]=1)[CH3:4], predict the reactants needed to synthesize it. The reactants are: Cl.Cl.[CH2:3]([O:5][C:6](=[O:35])[CH2:7][C:8]1[CH:13]=[CH:12][C:11]([O:14][CH3:15])=[C:10]([C:16]2[C:17]([CH2:26][NH:27][CH2:28][C:29]3[CH:34]=[CH:33][CH:32]=[CH:31][CH:30]=3)=[N:18][C:19]3[C:24]([CH:25]=2)=[CH:23][CH:22]=[CH:21][CH:20]=3)[CH:9]=1)[CH3:4].[C:36](OC(=O)C)(=[O:38])[CH3:37]. (6) Given the product [Br:1][C:2]1[C:3]([N:24]([CH3:29])[S:25]([CH3:28])(=[O:27])=[O:26])=[CH:4][C:5]2[O:9][C:8]([C:10]3[C:14]([CH3:15])=[CH:13][O:12][N:11]=3)=[C:7]([C:19]([NH:21][CH3:22])=[O:20])[C:6]=2[CH:23]=1, predict the reactants needed to synthesize it. The reactants are: [Br:1][C:2]1[C:3]([N:24]([CH3:29])[S:25]([CH3:28])(=[O:27])=[O:26])=[CH:4][C:5]2[O:9][C:8]([C:10]3[CH:14]([CH3:15])[CH:13](OCC)[O:12][N:11]=3)=[C:7]([C:19]([NH:21][CH3:22])=[O:20])[C:6]=2[CH:23]=1. (7) Given the product [Br:1][C:2]1[C:7]([F:8])=[C:6]([OH:9])[C:5]([NH:10][C:11](=[O:24])[C:12]([CH3:23])([CH3:22])[CH2:13][OH:14])=[C:4]([C:25]#[N:26])[C:3]=1[CH3:27], predict the reactants needed to synthesize it. The reactants are: [Br:1][C:2]1[C:7]([F:8])=[C:6]([OH:9])[C:5]([NH:10][C:11](=[O:24])[C:12]([CH3:23])([CH3:22])[CH2:13][O:14]CC2C=CC=CC=2)=[C:4]([C:25]#[N:26])[C:3]=1[CH3:27].[H][H]. (8) Given the product [C:28]([OH:33])(=[O:32])[C:29]([OH:31])=[O:30].[Cl:24][C:22]1[CH:21]=[CH:20][C:19]([C:25]#[N:26])=[C:18]([O:17][CH:11]([C:12]2[S:13][CH:14]=[CH:15][N:16]=2)[CH2:10][CH2:9][NH:7][CH3:6])[CH:23]=1, predict the reactants needed to synthesize it. The reactants are: CC(O[C:6](=O)[N:7]([CH2:9][CH2:10][CH:11]([O:17][C:18]1[CH:23]=[C:22]([Cl:24])[CH:21]=[CH:20][C:19]=1[C:25]#[N:26])[C:12]1[S:13][CH:14]=[CH:15][N:16]=1)C)(C)C.[C:28]([OH:33])(=[O:32])[C:29]([OH:31])=[O:30]. (9) Given the product [C:1]([C:3]1[CH:8]=[CH:7][C:6]([N:9]2[CH2:18][CH2:17][C:16]3[C:15]([NH:19][C:20]4[CH:21]=[C:22]([CH:26]=[CH:27][N:28]=4)[C:23]([NH:36][CH2:35][C:34]([F:38])([F:37])[F:33])=[O:24])=[N:14][CH:13]=[N:12][C:11]=3[CH2:10]2)=[CH:5][C:4]=1[C:29]([F:30])([F:32])[F:31])#[N:2], predict the reactants needed to synthesize it. The reactants are: [C:1]([C:3]1[CH:8]=[CH:7][C:6]([N:9]2[CH2:18][CH2:17][C:16]3[C:15]([NH:19][C:20]4[CH:21]=[C:22]([CH:26]=[CH:27][N:28]=4)[C:23](O)=[O:24])=[N:14][CH:13]=[N:12][C:11]=3[CH2:10]2)=[CH:5][C:4]=1[C:29]([F:32])([F:31])[F:30])#[N:2].[F:33][C:34]([F:38])([F:37])[CH2:35][NH2:36].CN(C(ON1N=NC2C=CC=NC1=2)=[N+](C)C)C.F[P-](F)(F)(F)(F)F.C(N(C(C)C)CC)(C)C.